Task: Predict the reaction yield, written as a fraction of the theoretical maximum amount of product (1.0 means a 100% yield; for example, 0.34 means a 34% yield).. Dataset: Reaction yield outcomes from USPTO patents with 853,638 reactions (1) The reactants are [C:1]12([C:11]3[CH:16]=[CH:15][C:14]([CH3:17])=[CH:13][CH:12]=3)[CH2:10][CH:5]3[CH2:6][CH:7]([CH2:9][CH:3]([CH2:4]3)[CH2:2]1)[CH2:8]2.[Br:18]N1C(=O)CCC1=O. The catalyst is C(Cl)Cl.C(Cl)(Cl)Cl. The product is [Br:18][CH2:17][C:14]1[CH:15]=[CH:16][C:11]([C:1]23[CH2:8][CH:7]4[CH2:9][CH:3]([CH2:4][CH:5]([CH2:6]4)[CH2:10]2)[CH2:2]3)=[CH:12][CH:13]=1. The yield is 0.590. (2) The reactants are [C:1]([NH:5][C:6]([C:8]1[S:12][C:11]2[CH2:13][C:14]([CH3:17])([CH3:16])[CH2:15][C:10]=2[CH:9]=1)=[O:7])([CH3:4])([CH3:3])[CH3:2].C([Li])CCC.CN([CH:26]=[O:27])C. The catalyst is C1COCC1. The product is [C:1]([NH:5][C:6]([C:8]1[S:12][C:11]2[CH2:13][C:14]([CH3:17])([CH3:16])[CH2:15][C:10]=2[C:9]=1[CH:26]=[O:27])=[O:7])([CH3:4])([CH3:2])[CH3:3]. The yield is 0.800. (3) The reactants are [CH2:1]([O:3][C:4]#[CH:5])[CH3:2].C([Li])CCC.CN(P(N(C)C)(N(C)C)=O)C.[CH2:22](Br)[C:23]1[CH:28]=[CH:27][CH:26]=[CH:25][CH:24]=1. The catalyst is C1COCC1. The product is [CH2:4]([O:3][C:1]#[C:2][CH2:22][C:23]1[CH:28]=[CH:27][CH:26]=[CH:25][CH:24]=1)[CH3:5]. The yield is 0.990. (4) The reactants are [C:1](#[N:7])[CH2:2][CH2:3][CH:4]([CH3:6])[CH3:5].Cl.[NH2:9][OH:10].[OH-].[Na+]. The catalyst is CCO.O.ClCCl. The product is [OH:10][NH:9][C:1](=[NH:7])[CH2:2][CH2:3][CH:4]([CH3:6])[CH3:5]. The yield is 0.550. (5) The product is [Cl:39][C:2]1[C:3]2[C:44](=[CH:7][CH:6]=[CH:5][CH:4]=2)[NH:45][C:47](=[O:48])[C:1]=1[C:28]([O:27][CH2:25][C:24]1[CH:30]=[CH:31][CH:32]=[CH:33][CH:34]=1)=[O:35]. No catalyst specified. The reactants are [CH2:1](C([CH2:1][C:2]1[CH:7]=[CH:6][CH:5]=[CH:4][CH:3]=1)(C([O-])=O)C([O-])=O)[C:2]1[CH:7]=[CH:6][CH:5]=[CH:4][CH:3]=1.[H-].[Na+].[C:24]12[C:30](=[CH:31][CH:32]=[CH:33][CH:34]=1)N[C:28](=[O:35])[O:27][C:25]2=O.C(Cl)(=O)C([Cl:39])=O.[Na+].[Cl-].[CH3:44][N:45]([CH:47]=[O:48])C. The yield is 0.370. (6) The product is [Cl:15][C:16]1[CH:21]=[C:20]([C:2]2[CH:3]=[C:4]3[C:8](=[CH:9][CH:10]=2)[NH:7][C:6](=[O:11])[C:5]3([O:13][CH3:14])[CH3:12])[CH:19]=[CH:18][CH:17]=1. The catalyst is C(COC)OC.O.C1C=CC([P]([Pd]([P](C2C=CC=CC=2)(C2C=CC=CC=2)C2C=CC=CC=2)([P](C2C=CC=CC=2)(C2C=CC=CC=2)C2C=CC=CC=2)[P](C2C=CC=CC=2)(C2C=CC=CC=2)C2C=CC=CC=2)(C2C=CC=CC=2)C2C=CC=CC=2)=CC=1. The reactants are Br[C:2]1[CH:3]=[C:4]2[C:8](=[CH:9][CH:10]=1)[NH:7][C:6](=[O:11])[C:5]2([O:13][CH3:14])[CH3:12].[Cl:15][C:16]1[CH:17]=[C:18](B(O)O)[CH:19]=[CH:20][CH:21]=1.C(=O)([O-])[O-].[Na+].[Na+]. The yield is 0.290. (7) The catalyst is CO.CN(C)C=O. The reactants are [O:1]=[CH:2][CH2:3][CH2:4][C:5]1[CH:15]=[CH:14][C:8]([C:9]([O:11][CH2:12][CH3:13])=[O:10])=[CH:7][CH:6]=1.IC1C=C2C(=CC=1)NC(=O)C2(OC)OC.O. The product is [OH:1][CH2:2][CH2:3][CH2:4][C:5]1[CH:15]=[CH:14][C:8]([C:9]([O:11][CH2:12][CH3:13])=[O:10])=[CH:7][CH:6]=1. The yield is 0.960.